From a dataset of Peptide-MHC class II binding affinity with 134,281 pairs from IEDB. Regression. Given a peptide amino acid sequence and an MHC pseudo amino acid sequence, predict their binding affinity value. This is MHC class II binding data. (1) The MHC is HLA-DPA10201-DPB10501 with pseudo-sequence HLA-DPA10201-DPB10501. The peptide sequence is MLTLFILIITSTIKA. The binding affinity (normalized) is 0.591. (2) The peptide sequence is QLGELYYAIHKASPV. The MHC is DRB1_1201 with pseudo-sequence DRB1_1201. The binding affinity (normalized) is 0.495. (3) The peptide sequence is EKKYFAATQSEPLAA. The MHC is HLA-DPA10103-DPB10401 with pseudo-sequence HLA-DPA10103-DPB10401. The binding affinity (normalized) is 0.621. (4) The MHC is HLA-DQA10201-DQB10303 with pseudo-sequence HLA-DQA10201-DQB10303. The peptide sequence is SAHCIGITDRDFIEG. The binding affinity (normalized) is 0. (5) The peptide sequence is RCALHWFPGSHLLAC. The MHC is DRB1_1201 with pseudo-sequence DRB1_1201. The binding affinity (normalized) is 0.363.